From a dataset of Full USPTO retrosynthesis dataset with 1.9M reactions from patents (1976-2016). Predict the reactants needed to synthesize the given product. (1) Given the product [CH3:1][C:2]1([CH3:23])[C:10]2[N:9]=[C:8]([C:11]3[C:12]([CH3:22])=[CH:13][C:14]([CH3:21])=[C:15]([CH:20]=3)[C:16]([OH:18])=[O:17])[NH:7][C:6]=2[CH2:5][O:4][CH2:3]1, predict the reactants needed to synthesize it. The reactants are: [CH3:1][C:2]1([CH3:23])[C:10]2[N:9]=[C:8]([C:11]3[C:12]([CH3:22])=[CH:13][C:14]([CH3:21])=[C:15]([CH:20]=3)[C:16]([O:18]C)=[O:17])[NH:7][C:6]=2[CH2:5][O:4][CH2:3]1.[OH-].[Li+]. (2) Given the product [P:29]([OH:33])([OH:32])([OH:31])=[O:30].[CH3:19][C:20]1[N:21]([CH2:2][CH2:3][C:4]([C:13]2[CH:18]=[CH:17][CH:16]=[CH:15][CH:14]=2)([C:7]2[CH:12]=[CH:11][CH:10]=[CH:9][CH:8]=2)[C:5]#[N:6])[CH:22]=[CH:23][N:24]=1, predict the reactants needed to synthesize it. The reactants are: Br[CH2:2][CH2:3][C:4]([C:13]1[CH:18]=[CH:17][CH:16]=[CH:15][CH:14]=1)([C:7]1[CH:12]=[CH:11][CH:10]=[CH:9][CH:8]=1)[C:5]#[N:6].[CH3:19][C:20]1[NH:21][CH:22]=[CH:23][N:24]=1.CS(C)=O.[P:29](=[O:33])([OH:32])([OH:31])[OH:30].